This data is from Reaction yield outcomes from USPTO patents with 853,638 reactions. The task is: Predict the reaction yield, written as a fraction of the theoretical maximum amount of product (1.0 means a 100% yield; for example, 0.34 means a 34% yield). The reactants are [C:1]([NH:4][C:5]1[S:6][C:7]([C:11]2[CH:12]=[C:13]([S:17](Cl)(=[O:19])=[O:18])[S:14][C:15]=2[Br:16])=[C:8]([CH3:10])[N:9]=1)(=[O:3])[CH3:2].C(N(CC)CC)C.[CH3:28][N:29]1[CH2:34][CH2:33][NH:32][CH2:31][CH2:30]1. The catalyst is C(Cl)Cl. The product is [Br:16][C:15]1[S:14][C:13]([S:17]([N:32]2[CH2:33][CH2:34][N:29]([CH3:28])[CH2:30][CH2:31]2)(=[O:19])=[O:18])=[CH:12][C:11]=1[C:7]1[S:6][C:5]([NH:4][C:1](=[O:3])[CH3:2])=[N:9][C:8]=1[CH3:10]. The yield is 0.870.